Dataset: Reaction yield outcomes from USPTO patents with 853,638 reactions. Task: Predict the reaction yield, written as a fraction of the theoretical maximum amount of product (1.0 means a 100% yield; for example, 0.34 means a 34% yield). (1) The reactants are [N+:1]([C:4]1[CH:5]=[C:6]([CH2:10][C:11]([CH3:13])=[O:12])[CH:7]=[CH:8][CH:9]=1)([O-:3])=[O:2].[CH2:14](O)[CH2:15][OH:16].CCCCCC. The catalyst is C1(C)C=CC=CC=1.C1(C)C=CC(S(O)(=O)=O)=CC=1. The product is [CH3:13][C:11]1([CH2:10][C:6]2[CH:7]=[CH:8][CH:9]=[C:4]([N+:1]([O-:3])=[O:2])[CH:5]=2)[O:16][CH2:15][CH2:14][O:12]1. The yield is 0.860. (2) The reactants are [CH3:1][N:2]1[C:6]([C:7]2[CH:8]=[C:9]([C:14]([O:16]C)=[O:15])[S:10][C:11]=2[CH2:12][CH3:13])=[C:5]([CH3:18])[CH:4]=[N:3]1.[OH-].[Na+]. The catalyst is O1CCCC1. The product is [CH3:1][N:2]1[C:6]([C:7]2[CH:8]=[C:9]([C:14]([OH:16])=[O:15])[S:10][C:11]=2[CH2:12][CH3:13])=[C:5]([CH3:18])[CH:4]=[N:3]1. The yield is 0.960. (3) The reactants are [CH2:1]([C:9]1[C:10]2[CH:17]=[CH:16][NH:15][C:11]=2[N:12]=[CH:13][N:14]=1)[CH2:2][C:3]1[CH:8]=[CH:7][CH:6]=[CH:5][CH:4]=1.[I:18]N1C(=O)CCC1=O. The catalyst is C(C#N)(C)=O. The product is [I:18][C:17]1[C:10]2[C:9]([CH2:1][CH2:2][C:3]3[CH:4]=[CH:5][CH:6]=[CH:7][CH:8]=3)=[N:14][CH:13]=[N:12][C:11]=2[NH:15][CH:16]=1. The yield is 0.830. (4) The reactants are [F:1][C:2]([F:26])([F:25])[C:3]1[CH:4]=[C:5]([CH:22]=[CH:23][CH:24]=1)[CH2:6][NH:7][C:8]1[CH:13]=[C:12]([C:14]2[CH:19]=[C:18]([Cl:20])[CH:17]=[CH:16][C:15]=2[NH2:21])[N:11]=[CH:10][N:9]=1.CN([C:30]([O:34]N1N=NC2C=CC=NC1=2)=[N+](C)C)C.F[P-](F)(F)(F)(F)F.C(N([CH2:58][CH3:59])C(C)C)(C)C.[C:60]([NH2:71])(=[O:70])[C:61]1[CH:69]=[CH:68][CH:67]=[C:63]([C:64](N)=[O:65])[CH:62]=1.CN(C)[CH:74]=[O:75]. No catalyst specified. The product is [F:26][C:2]([F:25])([F:1])[C:3]1[CH:4]=[C:5]([CH:22]=[CH:23][CH:24]=1)[CH2:6][NH:7][C:8]1[N:9]=[CH:10][N:11]=[C:12]([C:14]2[CH:19]=[C:18]([Cl:20])[CH:17]=[CH:16][C:15]=2[NH:21][C:64](=[O:65])[C:63]2[CH:67]=[CH:68][CH:69]=[C:61]([C:60]([NH:71][CH2:59][CH2:58][O:34][CH2:30][CH2:74][OH:75])=[O:70])[CH:62]=2)[CH:13]=1. The yield is 0.330. (5) The reactants are [SH:1][C:2]1[CH:10]=[C:9]([O:11][CH3:12])[CH:8]=[CH:7][C:3]=1[C:4]([OH:6])=[O:5].Br[C:14]1[C:27]2[C:28]3=[C:29]4[C:24](=[CH:25][CH:26]=2)[CH:23]=[CH:22][CH:21]=[C:20]4[CH:19]=[CH:18][C:17]3=[CH:16][CH:15]=1.C(=O)([O-])[O-].[K+].[K+].Cl. The catalyst is CN(C=O)C. The product is [CH2:23]1[C:24]2[C:29]3=[C:28]4[C:27](=[CH:26][CH:25]=2)[C:14]([S:1][C:2]2[CH:10]=[C:9]([O:11][CH3:12])[CH:8]=[CH:7][C:3]=2[C:4]([OH:6])=[O:5])=[CH:15][CH:16]=[C:17]4[CH:18]=[CH:19][CH:20]3[CH2:21][CH2:22]1. The yield is 0.150. (6) The reactants are [CH:1]([C:3]1[CH:11]=[C:10]2[C:6]([C:7]([C:12]#[N:13])=[N:8][NH:9]2)=[CH:5][CH:4]=1)=O.[NH:14]1[C:22]2[C:17](=[CH:18][CH:19]=[CH:20][CH:21]=2)[CH2:16][C:15]1=[O:23].N1CCCCC1. The catalyst is CCO. The product is [O:23]=[C:15]1[NH:14][C:22]2[C:17](/[C:16]/1=[CH:1]\[C:3]1[CH:11]=[C:10]3[C:6]([C:7]([C:12]#[N:13])=[N:8][NH:9]3)=[CH:5][CH:4]=1)=[CH:18][CH:19]=[CH:20][CH:21]=2. The yield is 0.820. (7) The reactants are F[C:2]1[CH:9]=[CH:8][C:5]([C:6]#[N:7])=[CH:4][C:3]=1[CH:10]=[O:11].[Br:12][C:13]1[CH:18]=[CH:17][C:16]([OH:19])=[CH:15][C:14]=1[CH2:20][OH:21].C(=O)([O-])[O-].[K+].[K+].C(OCC)(=O)C.O. The catalyst is CN(C)C=O. The product is [Br:12][C:13]1[CH:18]=[CH:17][C:16]([O:19][C:2]2[CH:9]=[CH:8][C:5]([C:6]#[N:7])=[CH:4][C:3]=2[CH:10]=[O:11])=[CH:15][C:14]=1[CH2:20][OH:21]. The yield is 0.820.